From a dataset of Forward reaction prediction with 1.9M reactions from USPTO patents (1976-2016). Predict the product of the given reaction. (1) Given the reactants [OH:1][CH:2]1[CH:7]([C:8]2[CH:13]=[CH:12][C:11]([O:14][CH2:15][CH2:16][CH2:17][O:18][CH2:19][C:20]3[CH:25]=[CH:24][CH:23]=[CH:22][C:21]=3[O:26][CH3:27])=[CH:10][CH:9]=2)[CH2:6][CH2:5][N:4]([C:28]([O:30][CH2:31][C:32]2[CH:37]=[CH:36][CH:35]=[CH:34][CH:33]=2)=[O:29])[CH2:3]1.[CH2:38]([O:41][C:42]1[CH:47]=[C:46]([CH2:48]Cl)[CH:45]=[CH:44][C:43]=1[CH3:50])[CH:39]=[CH2:40], predict the reaction product. The product is: [CH2:38]([O:41][C:42]1[CH:47]=[C:46]([CH:45]=[CH:44][C:43]=1[CH3:50])[CH2:48][O:1][CH:2]1[CH:7]([C:8]2[CH:13]=[CH:12][C:11]([O:14][CH2:15][CH2:16][CH2:17][O:18][CH2:19][C:20]3[CH:25]=[CH:24][CH:23]=[CH:22][C:21]=3[O:26][CH3:27])=[CH:10][CH:9]=2)[CH2:6][CH2:5][N:4]([C:28]([O:30][CH2:31][C:32]2[CH:33]=[CH:34][CH:35]=[CH:36][CH:37]=2)=[O:29])[CH2:3]1)[CH:39]=[CH2:40]. (2) Given the reactants [Cl:1][C:2]1[CH:7]=[C:6]2[CH2:8][O:9][C:10]3[CH:37]=[C:36]4[C:13]([CH:14]=[CH:15][C:16]5[N:20]=[C:19]([C@@H:21]6[CH2:25][C@H:24]([O:26][CH2:27][CH3:28])[CH2:23][N:22]6C(OC(C)(C)C)=O)[NH:18][C:17]=54)=[CH:12][C:11]=3[C:5]2=[CH:4][CH:3]=1.Cl.[CH3:39][O:40][C:41]([NH:43][C@@H:44]([CH:48]([CH3:50])[CH3:49])[C:45](O)=[O:46])=[O:42].CN(C(ON1N=NC2C=CC=NC1=2)=[N+](C)C)C.F[P-](F)(F)(F)(F)F.CCN(C(C)C)C(C)C, predict the reaction product. The product is: [Cl:1][C:2]1[CH:7]=[C:6]2[CH2:8][O:9][C:10]3[CH:37]=[C:36]4[C:13]([CH:14]=[CH:15][C:16]5[N:20]=[C:19]([C@@H:21]6[CH2:25][C@H:24]([O:26][CH2:27][CH3:28])[CH2:23][N:22]6[C:45](=[O:46])[C@@H:44]([NH:43][C:41](=[O:42])[O:40][CH3:39])[CH:48]([CH3:50])[CH3:49])[NH:18][C:17]=54)=[CH:12][C:11]=3[C:5]2=[CH:4][CH:3]=1. (3) Given the reactants [Br:1][CH2:2][C:3]([C:5]1[CH:10]=[CH:9][C:8]([Br:11])=[CH:7][CH:6]=1)=O.[CH2:12]([C:14]1[CH:19]=[CH:18][N:17]=[C:16]([NH2:20])[CH:15]=1)[CH3:13], predict the reaction product. The product is: [BrH:1].[Br:11][C:8]1[CH:9]=[CH:10][C:5]([C:3]2[N:20]=[C:16]3[CH:15]=[C:14]([CH2:12][CH3:13])[CH:19]=[CH:18][N:17]3[CH:2]=2)=[CH:6][CH:7]=1.